This data is from Peptide-MHC class II binding affinity with 134,281 pairs from IEDB. The task is: Regression. Given a peptide amino acid sequence and an MHC pseudo amino acid sequence, predict their binding affinity value. This is MHC class II binding data. The binding affinity (normalized) is 0.364. The peptide sequence is KLKLWFKDEVFSKGL. The MHC is DRB1_0101 with pseudo-sequence DRB1_0101.